From a dataset of Forward reaction prediction with 1.9M reactions from USPTO patents (1976-2016). Predict the product of the given reaction. (1) Given the reactants [OH:1][CH:2]1[C:7]([C:8]2[C:13]([O:14][CH3:15])=[CH:12][C:11]([O:16][CH3:17])=[CH:10][C:9]=2[O:18][CH3:19])=[CH:6][CH2:5][N:4]([CH3:20])[CH2:3]1, predict the reaction product. The product is: [OH:1][C@H:2]1[C@@H:7]([C:8]2[C:9]([O:18][CH3:19])=[CH:10][C:11]([O:16][CH3:17])=[CH:12][C:13]=2[O:14][CH3:15])[CH2:6][CH2:5][N:4]([CH3:20])[CH2:3]1. (2) The product is: [C:1]([C:5]1[CH:6]=[CH:7][C:8]([CH2:11][CH2:12][CH2:13][CH2:14][Cl:15])=[CH:9][CH:10]=1)([CH3:4])([CH3:2])[CH3:3]. Given the reactants [C:1]([C:5]1[CH:10]=[CH:9][C:8]([C:11](=O)[CH2:12][CH2:13][CH2:14][Cl:15])=[CH:7][CH:6]=1)([CH3:4])([CH3:3])[CH3:2].C([SiH](CC)CC)C.C(O)(C(F)(F)F)=O, predict the reaction product. (3) Given the reactants Br[C:2]1[CH:7]=[CH:6][C:5]([Cl:8])=[C:4]([CH2:9][C:10]2[CH:15]=[CH:14][C:13]([O:16][CH2:17][CH:18]([F:20])[F:19])=[CH:12][CH:11]=2)[CH:3]=1.[Li][CH2:22]CCC.C[Si](C)(C)[O:28][C@@H:29]1[C@@H:34]([O:35][Si](C)(C)C)[C@H:33]([O:40][Si](C)(C)C)[C@@H:32]([CH2:45][O:46][Si](C)(C)C)[O:31][C:30]1=[O:51].CS(O)(=O)=O.C(=O)(O)[O-].[Na+], predict the reaction product. The product is: [Cl:8][C:5]1[CH:6]=[CH:7][C:2]([C@@:30]2([O:51][CH3:22])[C@H:29]([OH:28])[C@@H:34]([OH:35])[C@H:33]([OH:40])[C@@H:32]([CH2:45][OH:46])[O:31]2)=[CH:3][C:4]=1[CH2:9][C:10]1[CH:15]=[CH:14][C:13]([O:16][CH2:17][CH:18]([F:20])[F:19])=[CH:12][CH:11]=1. (4) Given the reactants [BH4-].[Na+].[F:3][C:4]1[CH:9]=[CH:8][C:7]([NH:10][C:11](=[N:19][C:20]([N:28]2[CH2:33][CH2:32][C:31](=[O:34])[CH2:30][CH2:29]2)=[N:21][C:22]2[CH:27]=[CH:26][CH:25]=[CH:24][CH:23]=2)[C:12]2[CH:17]=[CH:16][CH:15]=[CH:14][C:13]=2[CH3:18])=[CH:6][CH:5]=1.[Cl-].[NH4+].[CH2:37](O)C, predict the reaction product. The product is: [F:3][C:4]1[CH:5]=[CH:6][C:7]([NH:10][C:11](=[N:19][C:20]([N:28]2[CH2:33][CH2:32][CH:31]([OH:34])[CH2:30][CH2:29]2)=[N:21][C:22]2[CH:27]=[CH:26][CH:25]=[CH:24][CH:23]=2)[C:12]2[C:17]([CH3:37])=[CH:16][CH:15]=[CH:14][C:13]=2[CH3:18])=[CH:8][CH:9]=1. (5) Given the reactants [CH2:1]([O:8][C:9]1[CH:38]=[CH:37][C:12]([O:13][C:14]2[CH:22]=[CH:21][C:17]([C:18](Cl)=[O:19])=[CH:16][C:15]=2[NH:23][C:24]2[C:25]3[CH:33]=[CH:32][C:31]([CH:34]([CH3:36])[CH3:35])=[N:30][C:26]=3[N:27]=[CH:28][N:29]=2)=[CH:11][CH:10]=1)[C:2]1[CH:7]=[CH:6][CH:5]=[CH:4][CH:3]=1.[N:39]1[CH:44]=[CH:43][CH:42]=[C:41]([NH2:45])[CH:40]=1, predict the reaction product. The product is: [CH2:1]([O:8][C:9]1[CH:38]=[CH:37][C:12]([O:13][C:14]2[CH:22]=[CH:21][C:17]([C:18]([NH:45][C:41]3[CH:40]=[N:39][CH:44]=[CH:43][CH:42]=3)=[O:19])=[CH:16][C:15]=2[NH:23][C:24]2[C:25]3[CH:33]=[CH:32][C:31]([CH:34]([CH3:36])[CH3:35])=[N:30][C:26]=3[N:27]=[CH:28][N:29]=2)=[CH:11][CH:10]=1)[C:2]1[CH:7]=[CH:6][CH:5]=[CH:4][CH:3]=1.